From a dataset of Forward reaction prediction with 1.9M reactions from USPTO patents (1976-2016). Predict the product of the given reaction. (1) Given the reactants [NH2:1][C:2]1[C:7]([CH3:8])=[CH:6][CH:5]=[CH:4][C:3]=1[OH:9].CO[CH:12]1[CH2:16][CH2:15][CH:14](OC)O1, predict the reaction product. The product is: [CH3:8][C:7]1[C:2]([N:1]2[CH:12]=[CH:16][CH:15]=[CH:14]2)=[C:3]([OH:9])[CH:4]=[CH:5][CH:6]=1. (2) Given the reactants COC1C=CC(P2(SP(C3C=CC(OC)=CC=3)(=S)S2)=[S:10])=CC=1.[N:23]1([C:29]([N:31]2[CH2:36][CH:35]([C:37]3[CH:42]=[CH:41][C:40]([C:43]([F:46])([F:45])[F:44])=[CH:39][CH:38]=3)[CH2:34][CH:33]([C:47]([NH2:49])=O)[CH2:32]2)=[O:30])[CH2:28][CH2:27][O:26][CH2:25][CH2:24]1.C(=O)(O)[O-].[Na+], predict the reaction product. The product is: [N:23]1([C:29]([N:31]2[CH2:36][CH:35]([C:37]3[CH:42]=[CH:41][C:40]([C:43]([F:46])([F:45])[F:44])=[CH:39][CH:38]=3)[CH2:34][CH:33]([C:47](=[S:10])[NH2:49])[CH2:32]2)=[O:30])[CH2:28][CH2:27][O:26][CH2:25][CH2:24]1. (3) Given the reactants C1(S(N2C3C(=CC=CC=3)C(Br)=C2)(=O)=O)C=CC=CC=1.COC1C=C(B(O)O)C=CC=1OC.[CH3:33][C:34]1[CH:35]=[N:36][C:37]2[C:42]([CH:43]=1)=[CH:41][CH:40]=[CH:39][C:38]=2[S:44](Cl)(=[O:46])=[O:45].C1(S([N:57]2[C:65]3[C:60](=[CH:61][C:62]([Cl:66])=[CH:63][CH:64]=3)[C:59](Br)=[CH:58]2)(=O)=O)C=CC=CC=1.[CH:68]1([O:73][C:74]2[CH:75]=[C:76](B(O)O)[CH:77]=[CH:78][C:79]=2[O:80][CH3:81])[CH2:72][CH2:71][CH2:70][CH2:69]1, predict the reaction product. The product is: [Cl:66][C:62]1[CH:61]=[C:60]2[C:65](=[CH:64][CH:63]=1)[N:57]([S:44]([C:38]1[CH:39]=[CH:40][CH:41]=[C:42]3[C:37]=1[N:36]=[CH:35][C:34]([CH3:33])=[CH:43]3)(=[O:46])=[O:45])[CH:58]=[C:59]2[C:76]1[CH:77]=[CH:78][C:79]([O:80][CH3:81])=[C:74]([O:73][CH:68]2[CH2:69][CH2:70][CH2:71][CH2:72]2)[CH:75]=1. (4) Given the reactants [F:1][C:2]1[CH:3]=[C:4]([CH2:18][OH:19])[CH:5]=[CH:6][C:7]=1[O:8][C:9]1[CH:14]=[C:13]([F:15])[C:12]([F:16])=[C:11]([F:17])[CH:10]=1.[H-].[Na+].Cl[C:23]1[CH:24]=[C:25]2[N:32]([CH3:33])[CH2:31][CH2:30][N:26]2[C:27](=[O:29])[N:28]=1, predict the reaction product. The product is: [F:1][C:2]1[CH:3]=[C:4]([CH:5]=[CH:6][C:7]=1[O:8][C:9]1[CH:10]=[C:11]([F:17])[C:12]([F:16])=[C:13]([F:15])[CH:14]=1)[CH2:18][O:19][C:23]1[CH:24]=[C:25]2[N:32]([CH3:33])[CH2:31][CH2:30][N:26]2[C:27](=[O:29])[N:28]=1. (5) Given the reactants [NH2:1][C:2]1[CH:3]=[C:4]([CH:26]=[CH:27][CH:28]=1)[O:5][C:6]1[N:11]=[CH:10][N:9]=[C:8]([NH2:12])[C:7]=1[C:13]1[CH:18]=[CH:17][C:16]([O:19][C:20]2[CH:25]=[CH:24][CH:23]=[CH:22][CH:21]=2)=[CH:15][CH:14]=1.Cl.[CH3:30][N:31]([CH3:38])[CH2:32]/[CH:33]=[CH:34]/[C:35](O)=[O:36], predict the reaction product. The product is: [NH2:12][C:8]1[N:9]=[CH:10][N:11]=[C:6]([O:5][C:4]2[CH:3]=[C:2]([NH:1][C:35](=[O:36])/[CH:34]=[CH:33]/[CH2:32][N:31]([CH3:38])[CH3:30])[CH:28]=[CH:27][CH:26]=2)[C:7]=1[C:13]1[CH:14]=[CH:15][C:16]([O:19][C:20]2[CH:25]=[CH:24][CH:23]=[CH:22][CH:21]=2)=[CH:17][CH:18]=1. (6) Given the reactants Br[CH2:2][CH2:3][O:4][CH2:5][CH2:6][O:7][CH2:8][CH2:9][O:10][CH3:11].C([O-])([O-])=O.[K+].[K+].[N+:18]([C:21]1[CH:22]=[C:23]([OH:27])[CH:24]=[CH:25][CH:26]=1)([O-:20])=[O:19], predict the reaction product. The product is: [CH3:11][O:10][CH2:9][CH2:8][O:7][CH2:6][CH2:5][O:4][CH2:3][CH2:2][O:27][C:23]1[CH:24]=[CH:25][CH:26]=[C:21]([N+:18]([O-:20])=[O:19])[CH:22]=1. (7) Given the reactants BrC1C2C1CNC1C=CC=CC=12.BrC1C2C3CC3C(=O)NC=2C=CC=1.[Br:26][C:27]1[C:32]2[O:33][CH2:34][C:35](=O)[NH:36][C:31]=2[CH:30]=[CH:29][CH:28]=1, predict the reaction product. The product is: [Br:26][C:27]1[C:32]2[O:33][CH2:34][CH2:35][NH:36][C:31]=2[CH:30]=[CH:29][CH:28]=1. (8) Given the reactants CC[N:3]([CH:7]([CH3:9])[CH3:8])C(C)C.[C:10]([O:14][C:15]([NH:17][CH:18]1[CH2:23][CH:22]([NH:24][C:25]([O:27][C:28]([CH3:31])([CH3:30])[CH3:29])=[O:26])[CH2:21][N:20]([C:32]2[N:37]=[N:36][C:35]([Cl:38])=[C:34]([C:39]([OH:41])=O)[CH:33]=2)[CH2:19]1)=[O:16])([CH3:13])([CH3:12])[CH3:11].[OH:42][C:43]1[C:52]2[C:47](=[CH:48][CH:49]=[CH:50][CH:51]=2)[CH:46]=[CH:45][C:44]=1[C:53]([OH:55])=O.C1C=C[C:59]2N(O)N=[N:62][C:60]=2[CH:61]=1.CCN=C=NCCCN(C)C.Cl, predict the reaction product. The product is: [C:28]([O:27][C:25](=[O:26])[NH:24][CH:22]1[CH2:23][CH:18]([NH:17][C:15]([O:14][C:10]([CH3:11])([CH3:12])[CH3:13])=[O:16])[CH2:19][N:20]([C:32]2[N:37]=[N:36][C:35]([Cl:38])=[C:34]([C:39](=[O:41])[NH:62][C:60]3[CH:61]=[CH:8][C:7]([NH:3][C:53]([C:44]4[CH:45]=[CH:46][C:47]5[C:52](=[CH:51][CH:50]=[CH:49][CH:48]=5)[C:43]=4[OH:42])=[O:55])=[CH:9][CH:59]=3)[CH:33]=2)[CH2:21]1)([CH3:31])([CH3:30])[CH3:29]. (9) Given the reactants [CH3:1][C:2]1[CH:3]=[C:4]([CH3:20])[C:5]2[CH:6]=[CH:7][C:8]3[N:9]([CH:12]=[C:13]([C:15](OCC)=[O:16])[N:14]=3)[C:10]=2[N:11]=1.O.[NH2:22][NH2:23], predict the reaction product. The product is: [CH3:1][C:2]1[CH:3]=[C:4]([CH3:20])[C:5]2[CH:6]=[CH:7][C:8]3[N:9]([CH:12]=[C:13]([C:15]([NH:22][NH2:23])=[O:16])[N:14]=3)[C:10]=2[N:11]=1.